From a dataset of NCI-60 drug combinations with 297,098 pairs across 59 cell lines. Regression. Given two drug SMILES strings and cell line genomic features, predict the synergy score measuring deviation from expected non-interaction effect. (1) Drug 1: CS(=O)(=O)C1=CC(=C(C=C1)C(=O)NC2=CC(=C(C=C2)Cl)C3=CC=CC=N3)Cl. Drug 2: CC12CCC3C(C1CCC2=O)CC(=C)C4=CC(=O)C=CC34C. Cell line: NCI-H322M. Synergy scores: CSS=26.1, Synergy_ZIP=6.10, Synergy_Bliss=4.35, Synergy_Loewe=-3.92, Synergy_HSA=3.41. (2) Drug 1: COC1=C2C(=CC3=C1OC=C3)C=CC(=O)O2. Drug 2: CC1CCCC2(C(O2)CC(NC(=O)CC(C(C(=O)C(C1O)C)(C)C)O)C(=CC3=CSC(=N3)C)C)C. Cell line: RPMI-8226. Synergy scores: CSS=68.0, Synergy_ZIP=1.51, Synergy_Bliss=1.63, Synergy_Loewe=-27.4, Synergy_HSA=2.30.